From a dataset of Reaction yield outcomes from USPTO patents with 853,638 reactions. Predict the reaction yield, written as a fraction of the theoretical maximum amount of product (1.0 means a 100% yield; for example, 0.34 means a 34% yield). The reactants are FC(F)(F)S(O[C:7]1[CH2:10][CH:9]([CH2:11][O:12][Si:13]([C:26]([CH3:29])([CH3:28])[CH3:27])([C:20]2[CH:25]=[CH:24][CH:23]=[CH:22][CH:21]=2)[C:14]2[CH:19]=[CH:18][CH:17]=[CH:16][CH:15]=2)[CH:8]=1)(=O)=O.[Cl:32][C:33]1[CH:34]=[C:35]([C:39]2[N:48]([CH2:49][C:50]([O:52][CH3:53])=[O:51])[C:47](=[O:54])[C:46]3[C:41](=[CH:42][CH:43]=[C:44](B4OC(C)(C)C(C)(C)O4)[CH:45]=3)[N:40]=2)[CH:36]=[CH:37][CH:38]=1.NCC(OCC)=O.C([O-])([O-])=O.[Na+].[Na+]. The catalyst is C1(C)C=CC=CC=1.O.C1C=CC([P]([Pd]([P](C2C=CC=CC=2)(C2C=CC=CC=2)C2C=CC=CC=2)([P](C2C=CC=CC=2)(C2C=CC=CC=2)C2C=CC=CC=2)[P](C2C=CC=CC=2)(C2C=CC=CC=2)C2C=CC=CC=2)(C2C=CC=CC=2)C2C=CC=CC=2)=CC=1. The product is [Si:13]([O:12][CH2:11][CH:9]1[CH2:10][C:7]([C:44]2[CH:45]=[C:46]3[C:41](=[CH:42][CH:43]=2)[N:40]=[C:39]([C:35]2[CH:36]=[CH:37][CH:38]=[C:33]([Cl:32])[CH:34]=2)[N:48]([CH2:49][C:50]([O:52][CH3:53])=[O:51])[C:47]3=[O:54])=[CH:8]1)([C:26]([CH3:29])([CH3:28])[CH3:27])([C:14]1[CH:19]=[CH:18][CH:17]=[CH:16][CH:15]=1)[C:20]1[CH:25]=[CH:24][CH:23]=[CH:22][CH:21]=1. The yield is 0.320.